Dataset: Peptide-MHC class I binding affinity with 185,985 pairs from IEDB/IMGT. Task: Regression. Given a peptide amino acid sequence and an MHC pseudo amino acid sequence, predict their binding affinity value. This is MHC class I binding data. (1) The peptide sequence is FPANINDKQI. The MHC is HLA-B51:01 with pseudo-sequence HLA-B51:01. The binding affinity (normalized) is 0.540. (2) The peptide sequence is YLGTALMGA. The MHC is HLA-A02:06 with pseudo-sequence HLA-A02:06. The binding affinity (normalized) is 1.00. (3) The MHC is HLA-A68:02 with pseudo-sequence HLA-A68:02. The peptide sequence is SICLDYIIV. The binding affinity (normalized) is 0.262. (4) The peptide sequence is GEHWLGRIW. The MHC is HLA-A31:01 with pseudo-sequence HLA-A31:01. The binding affinity (normalized) is 0.0847. (5) The peptide sequence is STKADAVVA. The MHC is HLA-A02:06 with pseudo-sequence HLA-A02:06. The binding affinity (normalized) is 0.104. (6) The peptide sequence is NTNMGLKFR. The MHC is HLA-A68:01 with pseudo-sequence HLA-A68:01. The binding affinity (normalized) is 0.408. (7) The peptide sequence is IPERLERWHSL. The MHC is HLA-B27:05 with pseudo-sequence HLA-B27:05. The binding affinity (normalized) is 0.112. (8) The peptide sequence is DISKLTNFK. The binding affinity (normalized) is 0.642. The MHC is HLA-A33:01 with pseudo-sequence HLA-A33:01. (9) The peptide sequence is LTVKHMANV. The MHC is HLA-B39:01 with pseudo-sequence HLA-B39:01. The binding affinity (normalized) is 0.0847.